Predict the reactants needed to synthesize the given product. From a dataset of Full USPTO retrosynthesis dataset with 1.9M reactions from patents (1976-2016). (1) Given the product [Cl:1][C:2]1[C:11]([CH2:12][OH:13])=[CH:10][C:9]2[C:4](=[CH:5][CH:6]=[C:7]([O:14][CH3:15])[CH:8]=2)[N:3]=1, predict the reactants needed to synthesize it. The reactants are: [Cl:1][C:2]1[C:11]([CH:12]=[O:13])=[CH:10][C:9]2[C:4](=[CH:5][CH:6]=[C:7]([O:14][CH3:15])[CH:8]=2)[N:3]=1.CO.[BH4-].[Na+].CC(C)=O. (2) Given the product [CH2:16]([O:15][C:11](=[O:14])[CH:12]=[CH:13][C:2]1[CH:10]=[CH:9][C:5]2[CH:6]=[CH:7][O:8][C:4]=2[CH:3]=1)[CH3:17], predict the reactants needed to synthesize it. The reactants are: Br[C:2]1[CH:10]=[CH:9][C:5]2[CH:6]=[CH:7][O:8][C:4]=2[CH:3]=1.[C:11]([O:15][CH2:16][CH3:17])(=[O:14])[CH:12]=[CH2:13].C1(C)C=CC=CC=1P(C1C=CC=CC=1C)C1C=CC=CC=1C.C([O-])(=O)C.[Na+]. (3) Given the product [CH2:1]([CH:3]([CH:6]1[CH2:11][C:10]([O:12][C:14](=[O:17])[CH2:15][CH3:16])([CH3:13])[CH2:9][CH2:8][O:7]1)[CH2:4][CH3:5])[CH3:2], predict the reactants needed to synthesize it. The reactants are: [CH2:1]([CH:3]([CH:6]1[CH2:11][C:10]([CH3:13])([OH:12])[CH2:9][CH2:8][O:7]1)[CH2:4][CH3:5])[CH3:2].[C:14](O[C:14](=[O:17])[CH2:15][CH3:16])(=[O:17])[CH2:15][CH3:16]. (4) The reactants are: C(OC(=O)[NH:10][CH2:11][CH:12]([S:14](=[O:26])(=[O:25])[NH:15][CH:16]1[CH2:21][CH2:20][N:19]([CH:22]([CH3:24])[CH3:23])[CH2:18][CH2:17]1)[CH3:13])C1C=CC=CC=1. Given the product [CH:22]([N:19]1[CH2:20][CH2:21][CH:16]([NH:15][S:14]([CH:12]([CH3:13])[CH2:11][NH2:10])(=[O:25])=[O:26])[CH2:17][CH2:18]1)([CH3:24])[CH3:23], predict the reactants needed to synthesize it.